From a dataset of Reaction yield outcomes from USPTO patents with 853,638 reactions. Predict the reaction yield, written as a fraction of the theoretical maximum amount of product (1.0 means a 100% yield; for example, 0.34 means a 34% yield). (1) The reactants are Cl[C:2]1[CH:7]=[C:6]([C:8]2[CH:13]=[CH:12][CH:11]=[CH:10][N:9]=2)[N:5]=[C:4]2[CH:14]=[CH:15][S:16][C:3]=12.[C:17]([O:21][C:22]([N:24]1[CH2:31][C@H:30]([OH:32])[CH2:29][C@H:25]1[C:26]([OH:28])=[O:27])=[O:23])([CH3:20])([CH3:19])[CH3:18].CC(C)([O-])C.[K+]. The catalyst is CS(C)=O.C([O-])(=O)CC(CC([O-])=O)(C([O-])=O)O.[Na+].[Na+].[Na+]. The product is [C:17]([O:21][C:22]([N:24]1[CH2:31][C@H:30]([O:32][C:2]2[CH:7]=[C:6]([C:8]3[CH:13]=[CH:12][CH:11]=[CH:10][N:9]=3)[N:5]=[C:4]3[CH:14]=[CH:15][S:16][C:3]=23)[CH2:29][C@H:25]1[C:26]([OH:28])=[O:27])=[O:23])([CH3:20])([CH3:18])[CH3:19]. The yield is 1.00. (2) The reactants are [C:1]([C:3]1[CH:8]=[CH:7][C:6]([C:9]2([O:12][CH2:13][C:14]([CH3:17])([CH3:16])[CH3:15])[CH2:11][CH2:10]2)=[CH:5][C:4]=1C)#[CH:2].[CH2:19]([O:21][C:22](=[O:30])[C:23]1[CH:28]=[CH:27][C:26](I)=[CH:25][CH:24]=1)[CH3:20].[CH2:31](N(CC)CC)C. The catalyst is [Cu]I.Cl[Pd](Cl)([P](C1C=CC=CC=1)(C1C=CC=CC=1)C1C=CC=CC=1)[P](C1C=CC=CC=1)(C1C=CC=CC=1)C1C=CC=CC=1. The product is [CH3:15][C:14]([CH3:17])([CH3:16])[CH2:13][O:12][C:9]1([C:6]2[CH:7]=[CH:8][C:3]([C:1]#[C:2][C:26]3[CH:27]=[CH:28][C:23]([C:22]([O:21][CH2:19][CH3:20])=[O:30])=[CH:24][CH:25]=3)=[CH:4][C:5]=2[CH3:31])[CH2:11][CH2:10]1. The yield is 0.500. (3) The reactants are [CH3:1][N:2]1[C:7](=[O:8])[C:6]([N:9]2[CH2:14][CH2:13][O:12][CH2:11][CH2:10]2)=[C:5]2[C:15](=[O:31])[N:16]([CH2:19][CH2:20][C:21]3[CH:30]=[CH:29][C:28]4[C:23](=[CH:24][CH:25]=[CH:26][CH:27]=4)[N:22]=3)[C:17](=O)[C:4]2=[CH:3]1.COC1C=CC(P2(SP(C3C=CC(OC)=CC=3)(=S)S2)=[S:41])=CC=1. The catalyst is C1(C)C=CC=CC=1. The product is [CH3:1][N:2]1[C:7](=[O:8])[C:6]([N:9]2[CH2:14][CH2:13][O:12][CH2:11][CH2:10]2)=[C:5]2[C:15](=[O:31])[N:16]([CH2:19][CH2:20][C:21]3[CH:30]=[CH:29][C:28]4[C:23](=[CH:24][CH:25]=[CH:26][CH:27]=4)[N:22]=3)[C:17](=[S:41])[C:4]2=[CH:3]1. The yield is 0.770. (4) The reactants are [C:1]([N:5]1[C:9]([CH:10]2[CH2:12][CH2:11]2)=[C:8]([C:13]([OH:15])=O)[CH:7]=[N:6]1)([CH3:4])([CH3:3])[CH3:2].C(Cl)(=O)C(Cl)=O.CN(C)C=O.[NH2:27][C:28]1[CH:29]=[C:30]([CH:49]=[CH:50][CH:51]=1)[O:31][C:32]1[CH:46]=[CH:45][C:35]2[N:36]=[C:37]([NH:39][C:40]([CH:42]3[CH2:44][CH2:43]3)=[O:41])[S:38][C:34]=2[C:33]=1[C:47]#[N:48]. The catalyst is O1CCCC1.C(OCC)(=O)C. The product is [C:1]([N:5]1[C:9]([CH:10]2[CH2:11][CH2:12]2)=[C:8]([C:13]([NH:27][C:28]2[CH:51]=[CH:50][CH:49]=[C:30]([O:31][C:32]3[CH:46]=[CH:45][C:35]4[N:36]=[C:37]([NH:39][C:40]([CH:42]5[CH2:44][CH2:43]5)=[O:41])[S:38][C:34]=4[C:33]=3[C:47]#[N:48])[CH:29]=2)=[O:15])[CH:7]=[N:6]1)([CH3:2])([CH3:3])[CH3:4]. The yield is 0.720. (5) The reactants are Cl.[CH3:2][N:3]([CH3:8])[CH2:4][CH2:5][CH2:6]Cl.[Br:9][C:10]1[CH:15]=[CH:14][C:13]([SH:16])=[CH:12][CH:11]=1.C(=O)([O-])[O-].[K+].[K+].O. The catalyst is CN(C=O)C. The product is [CH3:2][N:3]([CH2:4][CH2:5][CH2:6][S:16][C:13]1[CH:14]=[CH:15][C:10]([Br:9])=[CH:11][CH:12]=1)[CH3:8]. The yield is 0.960. (6) The reactants are [O:1]1[CH:5]=[CH:4][CH:3]=[C:2]1[C:6]1[N:7]=[C:8]([NH:17][C:18]([C:20]2[CH:25]=[CH:24][N:23]=[CH:22][CH:21]=2)=[O:19])[S:9][C:10]=1[C:11](=[O:16])N(OC)C.[CH:26]1([Mg]Br)[CH2:28][CH2:27]1.[Cl-].[NH4+]. The catalyst is C1COCC1. The product is [CH:26]1([C:11]([C:10]2[S:9][C:8]([NH:17][C:18]([C:20]3[CH:21]=[CH:22][N:23]=[CH:24][CH:25]=3)=[O:19])=[N:7][C:6]=2[C:2]2[O:1][CH:5]=[CH:4][CH:3]=2)=[O:16])[CH2:28][CH2:27]1. The yield is 0.780.